Dataset: Experimentally validated miRNA-target interactions with 360,000+ pairs, plus equal number of negative samples. Task: Binary Classification. Given a miRNA mature sequence and a target amino acid sequence, predict their likelihood of interaction. (1) The miRNA is hsa-miR-4795-3p with sequence AUAUUAUUAGCCACUUCUGGAU. The protein sequence of the target gene is MPRLFLFHLLEFCLLLNQFSRAVAAKWKDDVIKLCGRELVRAQIAICGMSTWSKRSLSQEDAPQTPRPVAEIVPSFINKDTETIIIMLEFIANLPPELKAALSERQPSLPELQQYVPALKDSNLSFEEFKKLIRNRQSEAADSNPSELKYLGLDTHSQKKRRPYVALFEKCCLIGCTKRSLAKYC. Result: 1 (interaction). (2) The miRNA is hsa-miR-200a-3p with sequence UAACACUGUCUGGUAACGAUGU. The protein sequence of the target gene is MGTVLSLSPSYRKATLFEDGAATVGHYTAVQNSKNAKDKNLKRHSIISVLPWKRIVAVSAKKKNSKKAQPNSSYQSNIAHLNNENLKKSLSCANLSTFAQPPPAQPPAPPASQLSGSQTGVSSSVKKAPHPAITSAGTPKRVIVQASTSELLRCLGEFLCRRCYRLKHLSPTDPVLWLRSVDRSLLLQGWQDQGFITPANVVFLYMLCRDVISSEVGSDHELQAVLLTCLYLSYSYMGNEISYPLKPFLVESCKEAFWDRCLSVINLMSSKMLQINADPHYFTQVFSDLKNESGQEDKKR.... Result: 0 (no interaction). (3) The miRNA is hsa-miR-5582-3p with sequence UAAAACUUUAAGUGUGCCUAGG. The protein sequence of the target gene is MTILLNSSLQRATFFLTGFQGLEGLHGWISIPFCFIYLTVILGNLTILHVICTDATLHGPMYYFLGMLAVTDLGLCLSTLPTVLGIFWFDTREIGIPACFTQLFFIHTLSSMESSVLLSMSIDRYVAVCNPLHDSTVLTPACIVKMGLSSVLRSALLILPLPFLLKRFQYCHSHVLAHAYCLHLEIMKLACSSIIVNHIYGLFVVACTVGVDSLLIFLSYALILRTVLSIASHQERLRALNTCVSHICAVLLFYIPMIGLSLVHRFGEHLPRVVHLFMSYVYLLVPPLMNPIIYSIKTKQ.... Result: 1 (interaction).